From a dataset of Forward reaction prediction with 1.9M reactions from USPTO patents (1976-2016). Predict the product of the given reaction. (1) Given the reactants [Cl:1][C:2]1[CH:3]=[C:4]([CH:7]=[CH:8][C:9]=1[OH:10])[C:5]#[N:6].C1C=CC(P(C2C=CC=CC=2)C2C=CC=CC=2)=CC=1.O[C@H:31]1[CH2:39][C:34]2=[N:35][CH:36]=[CH:37][CH:38]=[C:33]2[C@@H:32]1[N:40]1[CH2:45][CH2:44][CH2:43][C@@H:42]([NH:46]C(=O)OC(C)(C)C)[CH2:41]1.N(C(OC(C)C)=O)=NC(OC(C)C)=O, predict the reaction product. The product is: [NH2:46][C@@H:42]1[CH2:43][CH2:44][CH2:45][N:40]([C@@H:32]2[CH2:33][C:34]3=[N:35][CH:36]=[CH:37][CH:38]=[C:39]3[C@H:31]2[O:10][C:9]2[CH:8]=[CH:7][C:4]([C:5]#[N:6])=[CH:3][C:2]=2[Cl:1])[CH2:41]1. (2) Given the reactants Cl[C:2]1[C:3]2[C:10]([I:11])=[C:9]([C:12]([F:15])([F:14])[CH3:13])[S:8][C:4]=2[N:5]=[CH:6][N:7]=1.[OH:16][C@H:17]([CH2:23][C:24]1[CH:29]=[CH:28][CH:27]=[CH:26][C:25]=1[O:30][CH3:31])[C:18]([O:20][CH2:21][CH3:22])=[O:19].C([O-])([O-])=O.[Cs+].[Cs+], predict the reaction product. The product is: [F:14][C:12]([C:9]1[S:8][C:4]2[N:5]=[CH:6][N:7]=[C:2]([O:16][C@H:17]([CH2:23][C:24]3[CH:29]=[CH:28][CH:27]=[CH:26][C:25]=3[O:30][CH3:31])[C:18]([O:20][CH2:21][CH3:22])=[O:19])[C:3]=2[C:10]=1[I:11])([F:15])[CH3:13]. (3) Given the reactants Cl[C:2]1[C:7]([N:8]2[CH2:13][CH2:12][NH:11][CH2:10][C@H:9]2[CH3:14])=[N:6][CH:5]=[CH:4][N:3]=1.[CH3:15][N:16]([CH3:30])[CH2:17]/[CH:18]=[CH:19]/[C:20]1[C:25]([O:26][CH2:27][CH2:28][OH:29])=[CH:24][CH:23]=[CH:22][N:21]=1, predict the reaction product. The product is: [CH3:30][N:16]([CH3:15])[CH2:17]/[CH:18]=[CH:19]/[C:20]1[C:25]([O:26][CH2:27][CH2:28][O:29][C:2]2[C:7]([N:8]3[CH2:13][CH2:12][NH:11][CH2:10][C@H:9]3[CH3:14])=[N:6][CH:5]=[CH:4][N:3]=2)=[CH:24][CH:23]=[CH:22][N:21]=1. (4) Given the reactants [H-].[Na+].CS(C)=O.[I-].[CH3:8][S+](C)C.[Cl:12][C:13]1[CH:18]=[CH:17][C:16]([C:19]([C:21]2([C:24]3[CH:29]=[CH:28][CH:27]=[CH:26][N:25]=3)[CH2:23][CH2:22]2)=[O:20])=[CH:15][CH:14]=1, predict the reaction product. The product is: [Cl:12][C:13]1[CH:18]=[CH:17][C:16]([C:19]2([C:21]3([C:24]4[CH:29]=[CH:28][CH:27]=[CH:26][N:25]=4)[CH2:22][CH2:23]3)[CH2:8][O:20]2)=[CH:15][CH:14]=1. (5) Given the reactants [CH2:1]([O:5][C:6]1[CH:11]=[CH:10][CH:9]=[CH:8][CH:7]=1)[CH:2]1O[CH2:3]1.NC(N)=[S:14].C(OC(=O)C)(=O)C, predict the reaction product. The product is: [CH2:1]([O:5][C:6]1[CH:11]=[CH:10][CH:9]=[CH:8][CH:7]=1)[CH:2]1[S:14][CH2:3]1. (6) The product is: [Cl:26][C:27]1[CH:32]=[C:31]([C:33]([F:35])([F:34])[F:36])[CH:30]=[CH:29][C:28]=1[S:37]([NH:19][C:4]1[CH:5]=[CH:6][C:7]([S:8][C:9]2[CH:18]=[CH:17][C:16]3[C:11](=[CH:12][CH:13]=[CH:14][CH:15]=3)[CH:10]=2)=[C:2]([Cl:1])[CH:3]=1)(=[O:39])=[O:38]. Given the reactants [Cl:1][C:2]1[CH:3]=[C:4]([NH2:19])[CH:5]=[CH:6][C:7]=1[S:8][C:9]1[CH:18]=[CH:17][C:16]2[C:11](=[CH:12][CH:13]=[CH:14][CH:15]=2)[CH:10]=1.N1C=CC=CC=1.[Cl:26][C:27]1[CH:32]=[C:31]([C:33]([F:36])([F:35])[F:34])[CH:30]=[CH:29][C:28]=1[S:37](Cl)(=[O:39])=[O:38], predict the reaction product. (7) Given the reactants [N:1]1[CH:6]=[CH:5][CH:4]=[C:3]([CH2:7][CH2:8][CH2:9]O)[CH:2]=1.[N:11]1C=CC=C[CH:12]=1.CS(Cl)(=O)=O.[C-]#N.[Na+], predict the reaction product. The product is: [N:1]1[CH:6]=[CH:5][CH:4]=[C:3]([CH2:7][CH2:8][CH2:9][C:12]#[N:11])[CH:2]=1.